Dataset: Full USPTO retrosynthesis dataset with 1.9M reactions from patents (1976-2016). Task: Predict the reactants needed to synthesize the given product. (1) Given the product [CH2:1]([O:8][C:9]1[CH:17]=[CH:16][C:12]([C:13]([NH:35][C:32]2[CH:31]=[CH:30][C:29]([C:36]3[CH:41]=[CH:40][CH:39]=[CH:38][CH:37]=3)=[CH:34][CH:33]=2)=[O:14])=[CH:11][C:10]=1[NH:18][C:19](=[O:27])[CH2:20][N:21]1[CH2:26][CH2:25][O:24][CH2:23][CH2:22]1)[C:2]1[CH:7]=[CH:6][CH:5]=[CH:4][CH:3]=1, predict the reactants needed to synthesize it. The reactants are: [CH2:1]([O:8][C:9]1[CH:17]=[CH:16][C:12]([C:13]([O-])=[O:14])=[CH:11][C:10]=1[NH:18][C:19](=[O:27])[CH2:20][N:21]1[CH2:26][CH2:25][O:24][CH2:23][CH2:22]1)[C:2]1[CH:7]=[CH:6][CH:5]=[CH:4][CH:3]=1.[Li+].[C:29]1([C:36]2[CH:41]=[CH:40][CH:39]=[CH:38][CH:37]=2)[CH:34]=[CH:33][C:32]([NH2:35])=[CH:31][CH:30]=1.C(N(C(C)C)CC)(C)C.F[P-](F)(F)(F)(F)F.N1(O[P+](N2CCCC2)(N2CCCC2)N2CCCC2)C2C=CC=CC=2N=N1. (2) Given the product [Cl:1][C:2]1[CH:7]=[CH:6][CH:5]=[CH:4][C:3]=1[N:8]1[C:12]([S:13][C:14]2[CH:15]=[N:16][CH:17]=[C:18]([F:20])[CH:19]=2)=[CH:11][C:10]([CH2:21][OH:22])=[N:9]1, predict the reactants needed to synthesize it. The reactants are: [Cl:1][C:2]1[CH:7]=[CH:6][CH:5]=[CH:4][C:3]=1[N:8]1[C:12]([S:13][C:14]2[CH:15]=[N:16][CH:17]=[C:18]([F:20])[CH:19]=2)=[CH:11][C:10]([C:21](OCC)=[O:22])=[N:9]1.[H-].C([Al+]CC(C)C)C(C)C.C1(C)C=CC=CC=1.O.O.O.O.O.O.O.O.O.O.[O-]S([O-])(=O)=O.[Na+].[Na+]. (3) Given the product [C:107]([O:109][CH2:2][CH3:3])(=[O:108])[CH2:106][CH2:105][CH2:104][CH2:79][CH2:80][CH2:82][CH2:83][CH2:84][C:96]([O:98][CH2:7][CH3:8])=[O:97], predict the reactants needed to synthesize it. The reactants are: C(O)(=O)[CH:2]=[CH2:3].O[C:7]1C=CC(C2(C3C=CC(O)=CC=3)C3C(C4OC4COCC4OC4C4C5C(C6C=CC(O)=CC=6)(C6C=CC(O)=CC=6)C6C(=CC=CC=6)C=5C=CC=4)=CC=CC=3C3C2=CC=CC=3)=C[CH:8]=1.C(OOC(C1C=[C:79]([CH:104]=[CH:105][C:106]=1[C:107]([O:109]OC(C)(C)C)=[O:108])[C:80]([C:82]1C=CC(C(OOC(C)(C)C)=O)=[C:84]([C:96]([O:98]OC(C)(C)C)=[O:97])[CH:83]=1)=O)=O)(C)(C)C. (4) Given the product [O:8]=[C:3]1[C:2]([B:9]([OH:13])[OH:10])=[CH:7][CH:6]=[N:5][NH:4]1, predict the reactants needed to synthesize it. The reactants are: Cl[C:2]1[C:3](=[O:8])[NH:4][N:5]=[CH:6][CH:7]=1.[B:9]1(B2OC(C)(C)C(C)(C)O2)[O:13]C(C)(C)C(C)(C)[O:10]1.CC([O-])=O.[K+]. (5) Given the product [Br:19][C:20]1[CH:28]=[CH:27][C:23]([C:24]([NH:11][C:9]2[CH:8]=[CH:7][CH:6]=[C:5]3[C:10]=2[N:1]=[CH:2][CH:3]=[CH:4]3)=[O:25])=[CH:22][CH:21]=1, predict the reactants needed to synthesize it. The reactants are: [N:1]1[C:10]2[C:5](=[CH:6][CH:7]=[CH:8][C:9]=2[NH2:11])[CH:4]=[CH:3][CH:2]=1.C(N(CC)CC)C.[Br:19][C:20]1[CH:28]=[CH:27][C:23]([C:24](Cl)=[O:25])=[CH:22][CH:21]=1.